From a dataset of Catalyst prediction with 721,799 reactions and 888 catalyst types from USPTO. Predict which catalyst facilitates the given reaction. (1) Reactant: [NH2:1][C:2]1[CH:3]=[C:4]([N:12]2[CH2:17][CH2:16][N:15](C(OC(C)(C)C)=O)[CH2:14][CH2:13]2)[C:5]([Br:11])=[N:6][C:7]=1[N+:8]([O-:10])=[O:9].C(O)(C(F)(F)F)=O. Product: [Br:11][C:5]1[N:6]=[C:7]([N+:8]([O-:10])=[O:9])[C:2]([NH2:1])=[CH:3][C:4]=1[N:12]1[CH2:17][CH2:16][NH:15][CH2:14][CH2:13]1. The catalyst class is: 4. (2) Reactant: [Br:1][C:2]1[N:3]=[C:4]([NH:11][C:12]2[N:17]=[CH:16][C:15]([N:18]3[CH2:23][CH2:22][N:21](C(OC(C)(C)C)=O)[CH2:20][CH2:19]3)=[CH:14][CH:13]=2)[C:5]2[N:6]([CH:8]=[CH:9][N:10]=2)[CH:7]=1.C(O)(C(F)(F)F)=O. Product: [Br:1][C:2]1[N:3]=[C:4]([NH:11][C:12]2[CH:13]=[CH:14][C:15]([N:18]3[CH2:19][CH2:20][NH:21][CH2:22][CH2:23]3)=[CH:16][N:17]=2)[C:5]2[N:6]([CH:8]=[CH:9][N:10]=2)[CH:7]=1. The catalyst class is: 2. (3) Reactant: C(O[CH:4]=[CH:5][C:6](=O)[C:7]([O:9][CH2:10][CH3:11])=[O:8])C.[NH:13]1[CH:17]=[CH:16][C:15]([NH2:18])=[N:14]1. Product: [N:13]1[N:14]2[C:6]([C:7]([O:9][CH2:10][CH3:11])=[O:8])=[CH:5][CH:4]=[N:18][C:15]2=[CH:16][CH:17]=1. The catalyst class is: 15.